From a dataset of Full USPTO retrosynthesis dataset with 1.9M reactions from patents (1976-2016). Predict the reactants needed to synthesize the given product. (1) Given the product [F:1][C:2]1[CH:9]=[CH:8][C:5]([CH:6]=[N:15][C:14]2[CH:16]=[C:17]([O:19][CH3:20])[CH:18]=[C:12]([O:11][CH3:10])[CH:13]=2)=[CH:4][CH:3]=1, predict the reactants needed to synthesize it. The reactants are: [F:1][C:2]1[CH:9]=[CH:8][C:5]([CH:6]=O)=[CH:4][CH:3]=1.[CH3:10][O:11][C:12]1[CH:13]=[C:14]([CH:16]=[C:17]([O:19][CH3:20])[CH:18]=1)[NH2:15]. (2) Given the product [CH:1]1([NH:7][C:8]([N:10]2[CH2:14][CH2:13][CH:12]([C:15]3[CH:20]=[CH:19][C:18]([OH:21])=[CH:17][C:16]=3[OH:29])[CH2:11]2)=[O:9])[CH2:6][CH2:5][CH2:4][CH2:3][CH2:2]1, predict the reactants needed to synthesize it. The reactants are: [CH:1]1([NH:7][C:8]([N:10]2[CH2:14][CH2:13][CH:12]([C:15]3[CH:20]=[CH:19][C:18]([O:21]CC4C=CC=CC=4)=[CH:17][C:16]=3[O:29]CC3C=CC=CC=3)[CH2:11]2)=[O:9])[CH2:6][CH2:5][CH2:4][CH2:3][CH2:2]1. (3) Given the product [NH2:1][C:4]1[CH:5]=[N:6][N:7]([CH:9]2[CH2:13][CH2:12][CH:11]([OH:14])[CH2:10]2)[CH:8]=1, predict the reactants needed to synthesize it. The reactants are: [N+:1]([C:4]1[CH:5]=[N:6][N:7]([CH:9]2[CH2:13][CH2:12][CH:11]([OH:14])[CH2:10]2)[CH:8]=1)([O-])=O.